This data is from Full USPTO retrosynthesis dataset with 1.9M reactions from patents (1976-2016). The task is: Predict the reactants needed to synthesize the given product. (1) Given the product [CH2:1]([O:3][C:4](=[O:29])[CH2:5][CH2:6][C:7]1[CH:12]=[CH:11][C:10]([O:13][CH2:14][C:15]2[CH2:24][CH2:23][CH2:22][C:17]3([CH2:18][CH2:19][CH2:20][CH2:21]3)[CH:16]=2)=[C:9]([O:25][C:26](=[O:28])[CH3:27])[CH:8]=1)[CH3:2], predict the reactants needed to synthesize it. The reactants are: [CH2:1]([O:3][C:4](=[O:29])/[CH:5]=[CH:6]/[C:7]1[CH:12]=[CH:11][C:10]([O:13][CH2:14][C:15]2[CH2:24][CH2:23][CH2:22][C:17]3([CH2:21][CH2:20][CH2:19][CH2:18]3)[CH:16]=2)=[C:9]([O:25][C:26](=[O:28])[CH3:27])[CH:8]=1)[CH3:2].C1(SC2C=CC=CC=2)C=CC=CC=1.[H][H]. (2) Given the product [CH3:2][N:1]1[C:10]2[C:5](=[C:6]([CH:24]([OH:25])[CH3:19])[CH:7]=[CH:8][CH:9]=2)[CH:4]=[CH:11]1, predict the reactants needed to synthesize it. The reactants are: [N:1]1[C:10]2[C:5](=[CH:6][CH:7]=[CH:8][CH:9]=2)[C:4]([CH:11](O)C)=C[CH:2]=1.CN1C2C=CC=[C:19]([CH:24]=[O:25])C=2C=C1.C[Mg]I.C(OCC)C. (3) Given the product [C:56]([C:60]1[CH:64]=[C:63]([NH:65][C:25]([NH:24][CH2:23][C:22]2[CH:32]=[C:33]([F:36])[CH:34]=[CH:35][C:21]=2[CH2:20][O:14][C:10]2[CH:11]=[C:12]([CH3:13])[N:7]([CH2:6][C:5]3[CH:16]=[CH:17][CH:18]=[C:3]([O:2][CH3:1])[CH:4]=3)[C:8](=[O:15])[CH:9]=2)=[O:31])[N:62]([C:75]2[CH:80]=[CH:79][CH:78]=[C:77]([O:81][CH2:82][CH2:83][O:84][CH:85]3[CH2:90][CH2:89][CH2:88][CH2:87][O:86]3)[CH:76]=2)[N:61]=1)([CH3:59])([CH3:57])[CH3:58], predict the reactants needed to synthesize it. The reactants are: [CH3:1][O:2][C:3]1[CH:4]=[C:5]([CH:16]=[CH:17][CH:18]=1)[CH2:6][N:7]1[C:12]([CH3:13])=[CH:11][C:10]([OH:14])=[CH:9][C:8]1=[O:15].Br[CH2:20][C:21]1[CH:35]=[CH:34][C:33]([F:36])=[CH:32][C:22]=1[CH2:23][NH:24][C:25](=[O:31])OC(C)(C)C.C1CCN2C(=NCCC2)CC1.Cl.C(N(CC)CC)C.[C:56]([C:60]1[CH:64]=[C:63]([NH:65]C(=O)OC2C=CC=CC=2)[N:62]([C:75]2[CH:80]=[CH:79][CH:78]=[C:77]([O:81][CH2:82][CH2:83][O:84][CH:85]3[CH2:90][CH2:89][CH2:88][CH2:87][O:86]3)[CH:76]=2)[N:61]=1)([CH3:59])([CH3:58])[CH3:57]. (4) Given the product [CH2:17]([O:10][C:3]1[C:4]([F:9])=[CH:5][C:6]([F:8])=[CH:7][C:2]=1[Br:1])[C:14]1[CH:15]=[CH:16][CH:11]=[CH:12][CH:13]=1, predict the reactants needed to synthesize it. The reactants are: [Br:1][C:2]1[CH:7]=[C:6]([F:8])[CH:5]=[C:4]([F:9])[C:3]=1[OH:10].[CH:11]1[CH:16]=[CH:15][C:14]([CH2:17]Br)=[CH:13][CH:12]=1.[OH-].[K+].O.